This data is from Full USPTO retrosynthesis dataset with 1.9M reactions from patents (1976-2016). The task is: Predict the reactants needed to synthesize the given product. (1) The reactants are: [F:1][C:2]([F:15])([F:14])[C:3]1[N:8]=[C:7]([C:9](=[NH:13])OCC)[CH:6]=[CH:5][CH:4]=1.C(N(CC)CC)C.Cl.Cl.N[C:26]1[C:31]([NH2:32])=[CH:30][N:29]=[C:28]([N:33]2[CH2:38][CH2:37][CH2:36][C@@H:35]([C:39]([N:41]3[CH2:45][CH2:44][CH2:43][CH2:42]3)=[O:40])[CH2:34]2)[N:27]=1.C(O)(=O)C. Given the product [N:41]1([C:39]([C@@H:35]2[CH2:36][CH2:37][CH2:38][N:33]([C:28]3[N:27]=[C:26]4[C:31]([N:32]=[C:9]([C:7]5[CH:6]=[CH:5][CH:4]=[C:3]([C:2]([F:1])([F:14])[F:15])[N:8]=5)[NH:13]4)=[CH:30][N:29]=3)[CH2:34]2)=[O:40])[CH2:42][CH2:43][CH2:44][CH2:45]1, predict the reactants needed to synthesize it. (2) Given the product [Cl:24][C:18]1[CH:19]=[CH:20][CH:21]=[C:22]([F:23])[C:17]=1[CH2:16][CH:15]([C:25]1[S:29][C:28]([C:30]2[CH:31]=[CH:32][C:33]([C:36]([F:39])([F:38])[F:37])=[CH:34][CH:35]=2)=[N:27][C:26]=1[CH3:40])[S:14][C:11]1[CH:12]=[CH:13][C:8]([O:7][CH2:6][C:5]([O-:42])=[O:4])=[C:9]([CH3:41])[CH:10]=1.[K+:53], predict the reactants needed to synthesize it. The reactants are: C([O:4][C:5](=[O:42])[CH2:6][O:7][C:8]1[CH:13]=[CH:12][C:11]([S:14][CH:15]([C:25]2[S:29][C:28]([C:30]3[CH:35]=[CH:34][C:33]([C:36]([F:39])([F:38])[F:37])=[CH:32][CH:31]=3)=[N:27][C:26]=2[CH3:40])[CH2:16][C:17]2[C:22]([F:23])=[CH:21][CH:20]=[CH:19][C:18]=2[Cl:24])=[CH:10][C:9]=1[CH3:41])C=C.C(C(CCCC)C([O-])=O)C.[K+:53]. (3) Given the product [NH2:1][C:2]1[CH:7]=[CH:6][C:5]([C:8](=[O:13])[C:9]([F:10])([F:11])[F:12])=[CH:4][C:3]=1[I:14], predict the reactants needed to synthesize it. The reactants are: [NH2:1][C:2]1[CH:7]=[CH:6][C:5]([C:8](=[O:13])[C:9]([F:12])([F:11])[F:10])=[CH:4][CH:3]=1.[I:14]Cl.C([O-])(O)=O.[Na+]. (4) Given the product [CH2:31]([O:33][CH:34]([O:1][C:2]1[CH:3]=[C:4]2[C:9](=[CH:10][CH:11]=1)[CH:8]=[C:7]([CH:12]=[O:13])[CH:6]=[CH:5]2)[CH3:35])[CH3:32], predict the reactants needed to synthesize it. The reactants are: [OH:1][C:2]1[CH:3]=[C:4]2[C:9](=[CH:10][CH:11]=1)[CH:8]=[C:7]([CH:12]=[O:13])[CH:6]=[CH:5]2.CC1C=CC(S([O-])(=O)=O)=CC=1.C1C=C[NH+]=CC=1.[CH:31]([O:33][CH2:34][CH3:35])=[CH2:32]. (5) Given the product [CH3:16][N:17]([C:18]1[CH:23]=[CH:22][N:21]=[N:20][CH:19]=1)[C:9]([C:8]1[C:4]([CH:1]2[CH2:2][CH2:3]2)=[N:5][O:6][CH:7]=1)=[O:11], predict the reactants needed to synthesize it. The reactants are: [CH:1]1([C:4]2[C:8]([C:9]([OH:11])=O)=[CH:7][O:6][N:5]=2)[CH2:3][CH2:2]1.S(Cl)(Cl)=O.[CH3:16][NH:17][C:18]1[CH:23]=[CH:22][N:21]=[N:20][CH:19]=1.C(N(CC)CC)C. (6) Given the product [Cl:1][C:2]1[C:7]([NH:8][CH2:9][C@H:10]2[CH2:11][CH2:12][C@H:13]([CH3:16])[CH2:14][CH2:15]2)=[C:6]([NH2:17])[CH:5]=[C:4]([Cl:25])[N:3]=1, predict the reactants needed to synthesize it. The reactants are: [Cl:1][C:2]1[C:7]([NH:8][CH2:9][C@H:10]2[CH2:15][CH2:14][C@H:13]([CH3:16])[CH2:12][CH2:11]2)=[C:6]([NH:17]C(=O)OC(C)(C)C)[CH:5]=[C:4]([Cl:25])[N:3]=1.